The task is: Predict the product of the given reaction.. This data is from Forward reaction prediction with 1.9M reactions from USPTO patents (1976-2016). (1) Given the reactants [F:1][C:2]1[CH:7]=[CH:6][C:5]([N:8]2[C:11](=[O:12])[C@H:10]([S:13][CH2:14][C:15]([C:17]3[CH:22]=[CH:21][C:20]([F:23])=[CH:19][CH:18]=3)=[O:16])[C@H:9]2[C:24]2[CH:38]=[CH:37][C:27]([O:28][CH2:29][C:30]([NH:32][CH2:33][C:34](O)=[O:35])=[O:31])=[CH:26][CH:25]=2)=[CH:4][CH:3]=1.CN1CCOCC1.CN(C(ON1N=NC2C=CC=CC1=2)=[N+](C)C)C.[B-](F)(F)(F)F.[CH2:68]([OH:80])[C@@H:69]([OH:79])[C@@H:70]([OH:78])[C@H:71]([OH:77])[C@@H:72]([NH2:76])[C:73]([OH:75])=[O:74], predict the reaction product. The product is: [F:1][C:2]1[CH:7]=[CH:6][C:5]([N:8]2[C:11](=[O:12])[C@H:10]([S:13][CH2:14][CH:15]([C:17]3[CH:22]=[CH:21][C:20]([F:23])=[CH:19][CH:18]=3)[OH:16])[C@H:9]2[C:24]2[CH:25]=[CH:26][C:27]([O:28][CH2:29][C:30]([NH:32][CH2:33][C:34]([NH:76][C@@H:72]([C:73]([OH:75])=[O:74])[C@@H:71]([OH:77])[C@H:70]([OH:78])[C@H:69]([OH:79])[CH2:68][OH:80])=[O:35])=[O:31])=[CH:37][CH:38]=2)=[CH:4][CH:3]=1. (2) The product is: [N:8]1([C:6]([O:5][C:1]([CH3:4])([CH3:2])[CH3:3])=[O:7])[CH2:13][CH2:12][N:11]([C:14]([O:16][C:17]([CH3:20])([CH3:19])[CH3:18])=[O:15])[CH2:10][C@H:9]1[C:21]([O:23][CH2:31][CH3:32])=[O:22]. Given the reactants [C:1]([O:5][C:6]([N:8]1[CH2:13][CH2:12][N:11]([C:14]([O:16][C:17]([CH3:20])([CH3:19])[CH3:18])=[O:15])[CH2:10][C@H:9]1[C:21]([OH:23])=[O:22])=[O:7])([CH3:4])([CH3:3])[CH3:2].C([O-])([O-])=O.[K+].[K+].Br[CH2:31][CH3:32], predict the reaction product. (3) Given the reactants Cl[C:2]1[CH:7]=[CH:6][C:5]([NH:8][C:9]([NH:11][C:12]2[CH:17]=[CH:16][CH:15]=[C:14]([C:18]3[CH:23]=[CH:22][CH:21]=[C:20]([N:24]4[CH2:28][CH2:27][CH2:26][CH2:25]4)[N:19]=3)[CH:13]=2)=[O:10])=[CH:4][CH:3]=1.[C:29]1(N)[C:38]2[C:29](=[CH:30][CH:31]=CC=2)[CH:38]=[CH:31][CH:30]=1.CCN(C(C)C)C(C)C, predict the reaction product. The product is: [C:5]1([NH:8][C:9]([NH:11][C:12]2[CH:17]=[CH:16][CH:15]=[C:14]([C:18]3[CH:23]=[CH:22][CH:21]=[C:20]([N:24]4[CH2:28][CH2:27][CH2:26][CH2:25]4)[N:19]=3)[CH:13]=2)=[O:10])[C:6]2[C:7](=[CH:38][CH:29]=[CH:30][CH:31]=2)[CH:2]=[CH:3][CH:4]=1. (4) The product is: [Cl:1][C:2]1[CH:7]=[CH:6][C:5]([NH:8][S:23]([C:26]([F:29])([F:28])[F:27])(=[O:24])=[O:22])=[C:4]([C:9]2[CH:13]=[C:12]([C:14]3[CH:19]=[CH:18][C:17]([F:20])=[CH:16][C:15]=3[F:21])[O:11][N:10]=2)[CH:3]=1. Given the reactants [Cl:1][C:2]1[CH:7]=[CH:6][C:5]([NH2:8])=[C:4]([C:9]2[CH:13]=[C:12]([C:14]3[CH:19]=[CH:18][C:17]([F:20])=[CH:16][C:15]=3[F:21])[O:11][N:10]=2)[CH:3]=1.[O:22](S(C(F)(F)F)(=O)=O)[S:23]([C:26]([F:29])([F:28])[F:27])(=O)=[O:24], predict the reaction product. (5) Given the reactants [CH3:1][Si:2]([CH3:14])([CH3:13])[C:3]#[C:4][CH2:5][O:6][CH:7]1[CH2:12][CH2:11][CH2:10][CH2:9][O:8]1.[CH:15]1[CH:20]=[CH:19][CH:18]=[CH:17][CH:16]=1, predict the reaction product. The product is: [CH3:14][Si:2]([CH3:13])([CH3:1])[C:3]#[C:4][CH:5]([O:6][CH:7]1[CH2:12][CH2:11][CH2:10][CH2:9][O:8]1)[CH2:9]/[CH:10]=[CH:11]\[CH2:12][CH2:7][C:15]1[CH:20]=[CH:19][CH:18]=[CH:17][CH:16]=1. (6) Given the reactants [F:1][CH:2]([F:24])[O:3][CH2:4][C@@H:5]([O:7][C:8]1[CH:9]=[C:10]([CH:20]=[C:21]([OH:23])[CH:22]=1)[C:11]([NH:13][C:14]1[CH:18]=[CH:17][N:16]([CH3:19])[N:15]=1)=[O:12])[CH3:6].[N:25]1([C:29]([C:31]2[CH:36]=[CH:35][C:34](Br)=[CH:33][N:32]=2)=[O:30])[CH2:28][CH2:27][CH2:26]1.C(=O)([O-])[O-].[Cs+].[Cs+].C(OCC)(=O)C, predict the reaction product. The product is: [N:25]1([C:29]([C:31]2[N:32]=[CH:33][C:34]([O:23][C:21]3[CH:20]=[C:10]([CH:9]=[C:8]([O:7][C@@H:5]([CH3:6])[CH2:4][O:3][CH:2]([F:1])[F:24])[CH:22]=3)[C:11]([NH:13][C:14]3[CH:18]=[CH:17][N:16]([CH3:19])[N:15]=3)=[O:12])=[CH:35][CH:36]=2)=[O:30])[CH2:28][CH2:27][CH2:26]1. (7) Given the reactants C(OC([N:6]1[CH2:30][C@:29]2([C:31](=[O:33])[CH3:32])[C@@H:8]([CH2:9][C@H:10]3[C@H:23]4[C@@:14]([F:27])([C@:15]5([CH3:26])[C:20]([C@@H:21]([F:24])[CH2:22]4)=[CH:19][C:18](=[O:25])[CH:17]=[CH:16]5)[C@@H:13]([OH:28])[CH2:12][C@@:11]32[CH3:34])[CH2:7]1)=O)=C.[ClH:35].O1CCOCC1, predict the reaction product. The product is: [ClH:35].[C:31]([C@:29]12[C@@:11]3([CH3:34])[CH2:12][C@H:13]([OH:28])[C@@:14]4([F:27])[C@H:23]([C@@H:10]3[CH2:9][C@H:8]1[CH2:7][NH:6][CH2:30]2)[CH2:22][C@H:21]([F:24])[C:20]1[C@:15]4([CH3:26])[CH:16]=[CH:17][C:18](=[O:25])[CH:19]=1)(=[O:33])[CH3:32]. (8) The product is: [Br:1][C:2]1[CH:3]=[C:4]([CH:5]([P:10](=[O:17])([O:14][CH2:15][CH3:16])[O:11][CH2:12][CH3:13])[OH:6])[CH:7]=[CH:8][CH:9]=1. Given the reactants [Br:1][C:2]1[CH:3]=[C:4]([CH:7]=[CH:8][CH:9]=1)[CH:5]=[O:6].[PH:10](=[O:17])([O:14][CH2:15][CH3:16])[O:11][CH2:12][CH3:13], predict the reaction product. (9) Given the reactants [N:1]1([CH2:7][C:8]2[CH:13]=[CH:12][C:11]([NH2:14])=[CH:10][CH:9]=2)[CH2:6][CH2:5][CH2:4][CH2:3][CH2:2]1.[Cl:15][C:16]1[CH:21]=[C:20]([C:22]([F:25])([F:24])[F:23])[CH:19]=[CH:18][C:17]=1[C:26]#[C:27][C:28](O)=[O:29], predict the reaction product. The product is: [ClH:15].[N:1]1([CH2:7][C:8]2[CH:9]=[CH:10][C:11]([NH:14][C:28](=[O:29])[C:27]#[C:26][C:17]3[CH:18]=[CH:19][C:20]([C:22]([F:24])([F:23])[F:25])=[CH:21][C:16]=3[Cl:15])=[CH:12][CH:13]=2)[CH2:6][CH2:5][CH2:4][CH2:3][CH2:2]1.